This data is from Full USPTO retrosynthesis dataset with 1.9M reactions from patents (1976-2016). The task is: Predict the reactants needed to synthesize the given product. (1) Given the product [C:2]([CH2:10][C:11]#[N:15])(=[O:9])[C:3]1[CH:8]=[CH:7][CH:6]=[CH:5][CH:4]=1, predict the reactants needed to synthesize it. The reactants are: [Na].[C:2]([CH2:10][CH:11]=O)(=[O:9])[C:3]1[CH:8]=[CH:7][CH:6]=[CH:5][CH:4]=1.[Cl-].O[NH2:15].[OH-].[Na+]. (2) Given the product [F:41][CH:19]1[CH2:18][CH2:58][C:57]2[S:3][CH:2]=[CH:55][C:56]=2[C:63]1=[O:62], predict the reactants needed to synthesize it. The reactants are: F[C:2](F)(F)[S:3](O[Si](C)(C)C)(=O)=O.C(N([CH2:18][CH3:19])CC)C.[B-](F)(F)(F)F.[B-](F)(F)(F)F.C1[N+]2(CCl)CC[N+](F)(CC2)C1.[F-:41].C([N+]([CH2:55][CH2:56][CH2:57][CH3:58])(CCCC)CCCC)CCC.C([O:62][CH2:63]C)(=O)C. (3) Given the product [CH2:3]([O:10][C:11]1[CH:16]=[CH:15][C:14]([C@@H:17]2[CH2:19][C@H:18]2[N:20]([CH2:29][C:30]([N:32]2[CH2:37][CH2:36][N:35]([CH3:38])[CH2:34][CH2:33]2)=[O:31])[C:21](=[O:27])[O:22][C:23]([CH3:24])([CH3:26])[CH3:25])=[CH:13][CH:12]=1)[C:4]1[CH:5]=[CH:6][CH:7]=[CH:8][CH:9]=1, predict the reactants needed to synthesize it. The reactants are: [H-].[Na+].[CH2:3]([O:10][C:11]1[CH:16]=[CH:15][C:14]([C@@H:17]2[CH2:19][C@H:18]2[NH:20][C:21](=[O:27])[O:22][C:23]([CH3:26])([CH3:25])[CH3:24])=[CH:13][CH:12]=1)[C:4]1[CH:9]=[CH:8][CH:7]=[CH:6][CH:5]=1.Cl[CH2:29][C:30]([N:32]1[CH2:37][CH2:36][N:35]([CH3:38])[CH2:34][CH2:33]1)=[O:31]. (4) Given the product [Si:18]([O:17][C:16]([CH3:25])([CH3:26])[CH2:15][CH2:14][CH2:13][C@H:12]([CH3:27])[CH2:11][OH:10])([C:21]([CH3:24])([CH3:23])[CH3:22])([CH3:20])[CH3:19], predict the reactants needed to synthesize it. The reactants are: C(OC[O:10][CH2:11][C@@H:12]([CH3:27])[CH2:13][CH2:14][CH2:15][C:16]([CH3:26])([CH3:25])[O:17][Si:18]([C:21]([CH3:24])([CH3:23])[CH3:22])([CH3:20])[CH3:19])C1C=CC=CC=1.[H][H]. (5) Given the product [CH2:1]([O:8][C:9]1[CH:17]=[CH:16][C:12]([CH2:13][OH:14])=[C:11]([Cl:18])[CH:10]=1)[C:2]1[CH:3]=[CH:4][CH:5]=[CH:6][CH:7]=1, predict the reactants needed to synthesize it. The reactants are: [CH2:1]([O:8][C:9]1[CH:17]=[CH:16][C:12]([C:13](O)=[O:14])=[C:11]([Cl:18])[CH:10]=1)[C:2]1[CH:7]=[CH:6][CH:5]=[CH:4][CH:3]=1.Cl.O. (6) The reactants are: [Cl:1][C:2]1[CH:7]=[CH:6][C:5]([C:8]2[CH:9]=[C:10]([CH2:25][O:26][C:27]([CH3:32])([CH3:31])[C:28](O)=[O:29])[C:11]([CH3:24])=[N:12][C:13]=2[C:14]2[CH:19]=[CH:18][C:17]([C:20]([F:23])([F:22])[F:21])=[CH:16][CH:15]=2)=[CH:4][CH:3]=1.Cl.CN(C)CCCN=C=NCC.FC1C(O)=C(F)C(F)=C(F)C=1F.[NH2:57][CH2:58][C:59]1[CH:67]=[CH:66][C:62]([C:63]([OH:65])=[O:64])=[CH:61][CH:60]=1. Given the product [Cl:1][C:2]1[CH:3]=[CH:4][C:5]([C:8]2[CH:9]=[C:10]([CH2:25][O:26][C:27]([CH3:32])([CH3:31])[C:28]([NH:57][CH2:58][C:59]3[CH:60]=[CH:61][C:62]([C:63]([OH:65])=[O:64])=[CH:66][CH:67]=3)=[O:29])[C:11]([CH3:24])=[N:12][C:13]=2[C:14]2[CH:15]=[CH:16][C:17]([C:20]([F:22])([F:23])[F:21])=[CH:18][CH:19]=2)=[CH:6][CH:7]=1, predict the reactants needed to synthesize it. (7) Given the product [F:1][C:2]1[CH:3]=[CH:4][C:5]([O:27][CH3:28])=[C:6]([C:8]2[CH:13]=[CH:12][N:11]=[C:10]3[NH:14][C:15]([I:17])=[CH:16][C:9]=23)[CH:7]=1, predict the reactants needed to synthesize it. The reactants are: [F:1][C:2]1[CH:3]=[CH:4][C:5]([O:27][CH3:28])=[C:6]([C:8]2[CH:13]=[CH:12][N:11]=[C:10]3[N:14](S(C4C=CC=CC=4)(=O)=O)[C:15]([I:17])=[CH:16][C:9]=23)[CH:7]=1.[OH-].[Na+].